The task is: Predict the product of the given reaction.. This data is from Forward reaction prediction with 1.9M reactions from USPTO patents (1976-2016). (1) Given the reactants C1C=C(Cl)C=C(C(OO)=O)C=1.CS[C:14]1[N:19]=[C:18]([N:20]2[C:29]3[C:24](=[CH:25][N:26]=[C:27]([C:30]4[CH:35]=[CH:34][CH:33]=[CH:32][CH:31]=4)[CH:28]=3)[CH2:23][CH2:22][CH2:21]2)[CH:17]=[CH:16][N:15]=1.[CH2:36]([NH2:44])[CH2:37][C:38]1[CH:43]=[CH:42][CH:41]=[CH:40][CH:39]=1, predict the reaction product. The product is: [CH2:36]([NH:44][C:14]1[N:19]=[C:18]([N:20]2[C:29]3[C:24](=[CH:25][N:26]=[C:27]([C:30]4[CH:35]=[CH:34][CH:33]=[CH:32][CH:31]=4)[CH:28]=3)[CH2:23][CH2:22][CH2:21]2)[CH:17]=[CH:16][N:15]=1)[CH2:37][C:38]1[CH:43]=[CH:42][CH:41]=[CH:40][CH:39]=1. (2) Given the reactants [NH:1]([C:8]1[CH:13]=[C:12]([O:14][C:15]2[C:16]([C:22]([O-])=[O:23])=[N:17][C:18]([CH3:21])=[CH:19][CH:20]=2)[CH:11]=[CH:10][N:9]=1)[C:2]1[CH:7]=[CH:6][CH:5]=[CH:4][CH:3]=1.[Na+].[CH:26]1([CH2:29][NH2:30])[CH2:28][CH2:27]1.CN(C(ON1N=NC2C=CC=NC1=2)=[N+](C)C)C.F[P-](F)(F)(F)(F)F.CCN(C(C)C)C(C)C, predict the reaction product. The product is: [NH:1]([C:8]1[CH:13]=[C:12]([O:14][C:15]2[C:16]([C:22]([NH:30][CH2:29][CH:26]3[CH2:28][CH2:27]3)=[O:23])=[N:17][C:18]([CH3:21])=[CH:19][CH:20]=2)[CH:11]=[CH:10][N:9]=1)[C:2]1[CH:7]=[CH:6][CH:5]=[CH:4][CH:3]=1. (3) Given the reactants [CH3:1][O:2][C:3](=[O:13])[C:4]1[CH:9]=[C:8]([CH:10]=[O:11])[CH:7]=[CH:6][C:5]=1[F:12].[OH:14]OS([O-])=O.[K+], predict the reaction product. The product is: [F:12][C:5]1[CH:6]=[CH:7][C:8]([C:10]([OH:14])=[O:11])=[CH:9][C:4]=1[C:3]([O:2][CH3:1])=[O:13]. (4) Given the reactants Cl[C:2]1[N:7]=[CH:6][C:5]([C:8]([O:10]C)=[O:9])=[CH:4][CH:3]=1.C(N(CC)C(C)C)(C)C.[CH3:21][C:22]1[NH:23][CH:24]=[CH:25][N:26]=1.C(OCC)(=O)C, predict the reaction product. The product is: [CH3:21][C:22]1[N:23]([C:2]2[N:7]=[CH:6][C:5]([C:8]([OH:10])=[O:9])=[CH:4][CH:3]=2)[CH:24]=[CH:25][N:26]=1. (5) The product is: [CH2:1]([O:8][C:9]1[CH:10]=[CH:11][CH:12]=[C:13]2[C:17]=1[N:16]([CH2:33][CH2:32][C:29]1[CH:28]=[CH:27][C:26]([O:25][CH2:24][CH2:23][CH:22]([O:39][CH3:40])[O:21][CH3:20])=[CH:31][CH:30]=1)[CH:15]=[CH:14]2)[C:2]1[CH:7]=[CH:6][CH:5]=[CH:4][CH:3]=1. Given the reactants [CH2:1]([O:8][C:9]1[CH:10]=[CH:11][CH:12]=[C:13]2[C:17]=1[NH:16][CH:15]=[CH:14]2)[C:2]1[CH:7]=[CH:6][CH:5]=[CH:4][CH:3]=1.[H-].[Na+].[CH3:20][O:21][CH:22]([O:39][CH3:40])[CH2:23][CH2:24][O:25][C:26]1[CH:31]=[CH:30][C:29]([CH2:32][CH2:33]OS(C)(=O)=O)=[CH:28][CH:27]=1.[I-].[Na+], predict the reaction product.